This data is from Merck oncology drug combination screen with 23,052 pairs across 39 cell lines. The task is: Regression. Given two drug SMILES strings and cell line genomic features, predict the synergy score measuring deviation from expected non-interaction effect. (1) Drug 2: CC1(c2nc3c(C(N)=O)cccc3[nH]2)CCCN1. Drug 1: CC1CC2C3CCC4=CC(=O)C=CC4(C)C3(F)C(O)CC2(C)C1(O)C(=O)CO. Synergy scores: synergy=-3.43. Cell line: SKOV3. (2) Drug 1: COc1cccc2c1C(=O)c1c(O)c3c(c(O)c1C2=O)CC(O)(C(=O)CO)CC3OC1CC(N)C(O)C(C)O1. Drug 2: Cn1c(=O)n(-c2ccc(C(C)(C)C#N)cc2)c2c3cc(-c4cnc5ccccc5c4)ccc3ncc21. Cell line: A2058. Synergy scores: synergy=2.56.